Dataset: Reaction yield outcomes from USPTO patents with 853,638 reactions. Task: Predict the reaction yield, written as a fraction of the theoretical maximum amount of product (1.0 means a 100% yield; for example, 0.34 means a 34% yield). (1) The reactants are C(OC([N:8]1[CH2:13][CH2:12][CH:11]([NH:14][CH2:15][C:16]2[CH:21]=[CH:20][C:19]([Cl:22])=[CH:18][CH:17]=2)[CH2:10][CH2:9]1)=O)(C)(C)C.[CH:23](=O)[CH3:24].[BH-](OC(C)=O)(OC(C)=O)OC(C)=O.[Na+]. The catalyst is C(Cl)Cl.CC(O)=O. The product is [Cl:22][C:19]1[CH:18]=[CH:17][C:16]([CH2:15][N:14]([CH2:23][CH3:24])[CH:11]2[CH2:10][CH2:9][NH:8][CH2:13][CH2:12]2)=[CH:21][CH:20]=1. The yield is 0.400. (2) The reactants are [CH2:1]([C:3]1[CH:9]=[CH:8][C:7]([N+:10]([O-:12])=[O:11])=[CH:6][C:4]=1[NH2:5])[CH3:2].N1C=CC=CC=1.[CH3:19][S:20](Cl)(=[O:22])=[O:21]. The catalyst is C(Cl)Cl. The product is [CH2:1]([C:3]1[CH:9]=[CH:8][C:7]([N+:10]([O-:12])=[O:11])=[CH:6][C:4]=1[NH:5][S:20]([CH3:19])(=[O:22])=[O:21])[CH3:2]. The yield is 0.990. (3) The reactants are [CH3:1][O:2][C:3]1[CH:4]=[C:5]2[C:9](=[CH:10][CH:11]=1)[NH:8][C:7](=[O:12])[C:6]2=[O:13].[H-].[Na+].[CH2:16](Br)[C:17]1[CH:22]=[CH:21][CH:20]=[CH:19][CH:18]=1.O. The catalyst is CN(C=O)C. The product is [CH2:16]([N:8]1[C:9]2[C:5](=[CH:4][C:3]([O:2][CH3:1])=[CH:11][CH:10]=2)[C:6](=[O:13])[C:7]1=[O:12])[C:17]1[CH:22]=[CH:21][CH:20]=[CH:19][CH:18]=1. The yield is 0.960. (4) The reactants are [Cl:1][C:2]1[CH:7]=[C:6]([O:8][C:9]2[C:18]3[C:13](=[CH:14][C:15]([OH:21])=[C:16]([O:19][CH3:20])[CH:17]=3)[N:12]=[CH:11][N:10]=2)[CH:5]=[CH:4][C:3]=1[NH:22][C:23]([NH:25][CH2:26][CH2:27][CH3:28])=[O:24].C(=O)([O-])[O-].[K+].[K+].[CH2:35](Br)[CH2:36][OH:37]. The catalyst is CN(C)C=O. The product is [Cl:1][C:2]1[CH:7]=[C:6]([O:8][C:9]2[C:18]3[C:13](=[CH:14][C:15]([O:21][CH2:35][CH2:36][OH:37])=[C:16]([O:19][CH3:20])[CH:17]=3)[N:12]=[CH:11][N:10]=2)[CH:5]=[CH:4][C:3]=1[NH:22][C:23]([NH:25][CH2:26][CH2:27][CH3:28])=[O:24]. The yield is 0.220. (5) The catalyst is C1(C)C=CC=CC=1. The product is [CH2:8]([O:15][CH2:16][CH:17]1[O:6][CH2:5][C:2]([F:7])([F:1])[CH2:3][O:4]1)[C:9]1[CH:14]=[CH:13][CH:12]=[CH:11][CH:10]=1. The reactants are [F:1][C:2]([F:7])([CH2:5][OH:6])[CH2:3][OH:4].[CH2:8]([O:15][CH2:16][CH:17]=O)[C:9]1[CH:14]=[CH:13][CH:12]=[CH:11][CH:10]=1.O.C1(C)C=CC(S(O)(=O)=O)=CC=1. The yield is 0.428. (6) The reactants are [NH2:1][CH2:2][C:3]1[C:4]([NH:12][C:13]2[C:18]([F:19])=[CH:17][CH:16]=[CH:15][C:14]=2[F:20])=[N:5][C:6]([S:10][CH3:11])=[N:7][C:8]=1[Cl:9].[C:21](C1NC=CN=1)(C1NC=CN=1)=[O:22]. The catalyst is C(Cl)Cl. The product is [Cl:9][C:8]1[N:7]=[C:6]([S:10][CH3:11])[N:5]=[C:4]2[N:12]([C:13]3[C:14]([F:20])=[CH:15][CH:16]=[CH:17][C:18]=3[F:19])[C:21](=[O:22])[NH:1][CH2:2][C:3]=12. The yield is 0.810. (7) The reactants are Br[C:2]1[CH:3]=[C:4]([NH2:9])[CH:5]=[CH:6][C:7]=1[F:8].C(B(CC)[C:13]1[CH:14]=[N:15][CH:16]=[CH:17][CH:18]=1)C.C(=O)([O-])[O-].[K+].[K+]. The catalyst is COCCOC.O.C1C=CC([P]([Pd]([P](C2C=CC=CC=2)(C2C=CC=CC=2)C2C=CC=CC=2)([P](C2C=CC=CC=2)(C2C=CC=CC=2)C2C=CC=CC=2)[P](C2C=CC=CC=2)(C2C=CC=CC=2)C2C=CC=CC=2)(C2C=CC=CC=2)C2C=CC=CC=2)=CC=1. The product is [F:8][C:7]1[CH:6]=[CH:5][C:4]([NH2:9])=[CH:3][C:2]=1[C:13]1[CH:14]=[N:15][CH:16]=[CH:17][CH:18]=1. The yield is 0.460. (8) The reactants are [Br:1][C:2]1[CH:14]=[CH:13][C:5]([O:6][CH:7]2[CH2:12][CH2:11][NH:10][CH2:9][CH2:8]2)=[C:4]([O:15][CH3:16])[CH:3]=1.[CH2:17]=O. The catalyst is C(O)=O. The product is [Br:1][C:2]1[CH:14]=[CH:13][C:5]([O:6][CH:7]2[CH2:12][CH2:11][N:10]([CH3:17])[CH2:9][CH2:8]2)=[C:4]([O:15][CH3:16])[CH:3]=1. The yield is 0.920.